This data is from Full USPTO retrosynthesis dataset with 1.9M reactions from patents (1976-2016). The task is: Predict the reactants needed to synthesize the given product. (1) The reactants are: [Br:1][C:2]1[CH:19]=[CH:18][C:5]([C:6](/[C:8](=[CH:14]/[N:15](C)C)/[C:9]([O:11][CH2:12][CH3:13])=[O:10])=O)=[C:4]([N+:20]([O-:22])=[O:21])[CH:3]=1.Cl.[O:24]1[CH2:30][CH:29]([NH:31]N)[CH2:28][O:27][CH2:26][CH2:25]1. Given the product [Br:1][C:2]1[CH:19]=[CH:18][C:5]([C:6]2[N:31]([CH:29]3[CH2:28][O:27][CH2:26][CH2:25][O:24][CH2:30]3)[N:15]=[CH:14][C:8]=2[C:9]([O:11][CH2:12][CH3:13])=[O:10])=[C:4]([N+:20]([O-:22])=[O:21])[CH:3]=1, predict the reactants needed to synthesize it. (2) Given the product [CH:1]1([C:7]([C:14]2[CH:19]=[CH:18][CH:17]=[CH:16][CH:15]=2)=[O:8])[CH2:6][CH2:5][CH2:4][CH2:3][CH2:2]1, predict the reactants needed to synthesize it. The reactants are: [CH:1]1([C:7](Cl)=[O:8])[CH2:6][CH2:5][CH2:4][CH2:3][CH2:2]1.[Al+3].[Cl-].[Cl-].[Cl-].[CH:14]1[CH:19]=[CH:18][CH:17]=[CH:16][CH:15]=1.Cl. (3) Given the product [S:30]1[C:34]2[CH:35]=[CH:36][CH:37]=[CH:38][C:33]=2[N:32]=[C:31]1[NH:39][C:40]([C:42]1[CH:43]=[CH:44][CH:45]=[C:46]2[C:51]=1[CH2:50][N:49]([C:52]1[N:57]=[C:56]([C:58]([OH:60])=[O:59])[C:55]([CH2:65][CH2:66][CH2:67][OH:27])=[CH:54][CH:53]=1)[CH2:48][CH2:47]2)=[O:41], predict the reactants needed to synthesize it. The reactants are: CN1CCN(CCCNC2N=CN=C3N(C4C=CC([OH:27])=CC=4)N=CC=23)CC1.[H-].[Na+].[S:30]1[C:34]2[CH:35]=[CH:36][CH:37]=[CH:38][C:33]=2[N:32]=[C:31]1[NH:39][C:40]([C:42]1[CH:43]=[CH:44][CH:45]=[C:46]2[C:51]=1[CH2:50][N:49]([C:52]1[N:57]=[C:56]([C:58]([O:60]C(C)(C)C)=[O:59])[C:55]([CH2:65][CH2:66][CH2:67]I)=[CH:54][CH:53]=1)[CH2:48][CH2:47]2)=[O:41]. (4) The reactants are: Cl[C:2]1[C:11]2[C:6](=[CH:7][CH:8]=[CH:9][CH:10]=2)[C:5]([Cl:12])=[N:4][N:3]=1.[CH3:13][C@@H:14]1[CH2:19][NH:18][CH2:17][CH2:16][NH:15]1.C(OCC)(=O)C.ClCCl. Given the product [Cl:12][C:5]1[C:6]2[C:11](=[CH:10][CH:9]=[CH:8][CH:7]=2)[C:2]([N:18]2[CH2:17][CH2:16][NH:15][C@@H:14]([CH3:13])[CH2:19]2)=[N:3][N:4]=1, predict the reactants needed to synthesize it. (5) The reactants are: C[Si](C)(C)[C:3]#[C:4]/[CH:5]=[CH:6]/[CH:7]=[CH:8]/[C@H:9]1[O:13][C:12]([CH3:15])([CH3:14])[O:11][C@H:10]1[CH2:16][O:17][CH2:18][C:19]([O:21]C(C)(C)C)=[O:20].[F-].C([N+](CCCC)(CCCC)CCCC)CCC.C(OCC)(=O)C.[Cl-].[NH4+]. Given the product [CH:8](/[C@H:9]1[O:13][C:12]([CH3:15])([CH3:14])[O:11][C@H:10]1[CH2:16][O:17][CH2:18][C:19]([OH:21])=[O:20])=[CH:7]\[CH:6]=[CH:5]\[C:4]#[CH:3], predict the reactants needed to synthesize it. (6) Given the product [CH3:23][C:24]1[S:25][C:26]([C:30](=[O:34])[CH:31]([CH3:32])[CH3:33])=[C:27]([CH3:29])[N:28]=1, predict the reactants needed to synthesize it. The reactants are: CC(OI1(OC(C)=O)(OC(C)=O)OC(=O)C2C=CC=CC1=2)=O.[CH3:23][C:24]1[S:25][C:26]([CH:30]([OH:34])[CH:31]([CH3:33])[CH3:32])=[C:27]([CH3:29])[N:28]=1.